Task: Predict the product of the given reaction.. Dataset: Forward reaction prediction with 1.9M reactions from USPTO patents (1976-2016) (1) Given the reactants [O:1]=[C:2]1[C:7]2[CH:8]=[CH:9][CH:10]=[CH:11][C:6]=2[S:5][C:4]([C:12]2[N:17]=[C:16]([CH2:18][CH2:19][C:20]([N:22]3[CH2:26][CH2:25][CH2:24][CH:23]3[C:27]([O:29]C(C)(C)C)=[O:28])=[O:21])[CH:15]=[CH:14][CH:13]=2)=[N:3]1.C(OC(C)C)(C)C, predict the reaction product. The product is: [O:1]=[C:2]1[C:7]2[CH:8]=[CH:9][CH:10]=[CH:11][C:6]=2[S:5][C:4]([C:12]2[N:17]=[C:16]([CH2:18][CH2:19][C:20]([N:22]3[CH2:26][CH2:25][CH2:24][C@H:23]3[C:27]([OH:29])=[O:28])=[O:21])[CH:15]=[CH:14][CH:13]=2)=[N:3]1. (2) Given the reactants [Cl:1][C:2]1[CH:3]=[C:4]2[C:10]([C:11]3[N:16]=[C:15]([NH:17][C@H:18]4[CH2:23][CH2:22][CH2:21][N:20]([CH2:24][C:25]5[NH:26][CH:27]=[CH:28][N:29]=5)[CH2:19]4)[C:14]([F:30])=[CH:13][N:12]=3)=[CH:9][N:8](S(C3C=CC(C)=CC=3)(=O)=O)[C:5]2=[N:6][CH:7]=1.[Li+].[OH-], predict the reaction product. The product is: [NH:26]1[CH:27]=[CH:28][N:29]=[C:25]1[CH2:24][N:20]1[CH2:21][CH2:22][CH2:23][C@H:18]([NH:17][C:15]2[C:14]([F:30])=[CH:13][N:12]=[C:11]([C:10]3[C:4]4[C:5](=[N:6][CH:7]=[C:2]([Cl:1])[CH:3]=4)[NH:8][CH:9]=3)[N:16]=2)[CH2:19]1.